This data is from Full USPTO retrosynthesis dataset with 1.9M reactions from patents (1976-2016). The task is: Predict the reactants needed to synthesize the given product. (1) Given the product [N:6]1([NH:5][C:15]([C:17]2[C:21]([CH2:22][OH:23])=[C:20]([C:24]3[CH:29]=[CH:28][C:27]([O:30][CH3:31])=[CH:26][CH:25]=3)[N:19]([C:32]3[CH:37]=[CH:36][C:35]([Cl:38])=[CH:34][C:33]=3[Cl:39])[N:18]=2)=[O:14])[CH2:11][CH2:10][CH2:9][CH2:8][CH2:7]1, predict the reactants needed to synthesize it. The reactants are: [Cl-].[Al+3].[Cl-].[Cl-].[NH2:5][N:6]1[CH2:11][CH2:10][CH2:9][CH2:8][CH2:7]1.C([O:14][C:15]([C:17]1[C:21]([CH2:22][OH:23])=[C:20]([C:24]2[CH:29]=[CH:28][C:27]([O:30][CH3:31])=[CH:26][CH:25]=2)[N:19]([C:32]2[CH:37]=[CH:36][C:35]([Cl:38])=[CH:34][C:33]=2[Cl:39])[N:18]=1)=O)C.O. (2) Given the product [CH2:9]([C:2]1[C:3]([C:4]([O:6][CH2:7][CH3:8])=[O:5])=[CH:11][N:25]=[C:24]([S:27][CH3:28])[N:26]=1)[CH3:10], predict the reactants needed to synthesize it. The reactants are: O=[C:2]([CH2:9][CH3:10])[CH2:3][C:4]([O:6][CH2:7][CH3:8])=[O:5].[CH3:11]OC(OC)N(C)C.S(O)(O)(=O)=O.[C:24]([S:27][CH3:28])(=[NH:26])[NH2:25].